Predict which catalyst facilitates the given reaction. From a dataset of Catalyst prediction with 721,799 reactions and 888 catalyst types from USPTO. (1) Reactant: [C:1]([O:5][C:6]([NH:8][C@@H:9]([CH2:13][C:14]([CH3:16])=[CH2:15])[C:10]([OH:12])=[O:11])=[O:7])([CH3:4])([CH3:3])[CH3:2].[Si](C=[N+]=[N-])(C)(C)[CH3:18]. Product: [C:1]([O:5][C:6]([NH:8][C@@H:9]([CH2:13][C:14]([CH3:16])=[CH2:15])[C:10]([O:12][CH3:18])=[O:11])=[O:7])([CH3:4])([CH3:3])[CH3:2]. The catalyst class is: 7. (2) Reactant: [NH2:1][C:2]1[CH:7]=[CH:6][C:5]([OH:8])=[C:4]([F:9])[C:3]=1[F:10].CC([O-])(C)C.[K+].Cl[C:18]1[CH:23]=[CH:22][N:21]=[C:20]([C:24]([NH2:26])=[O:25])[CH:19]=1. Product: [NH2:1][C:2]1[CH:7]=[CH:6][C:5]([O:8][C:18]2[CH:23]=[CH:22][N:21]=[C:20]([C:24]([NH2:26])=[O:25])[CH:19]=2)=[C:4]([F:9])[C:3]=1[F:10]. The catalyst class is: 18. (3) Reactant: [O:1]1CCO[CH:2]1[C:6]1[N:11]=[C:10]([N:12]2[CH2:15][CH:14]([N:16]([CH3:25])[CH2:17][CH2:18][N:19]3[CH2:24][CH2:23][O:22][CH2:21][CH2:20]3)[CH2:13]2)[CH:9]=[CH:8][CH:7]=1.C(#N)C.O.C1(C)C=CC(S(O)(=O)=O)=CC=1. Product: [CH3:25][N:16]([CH2:17][CH2:18][N:19]1[CH2:24][CH2:23][O:22][CH2:21][CH2:20]1)[CH:14]1[CH2:13][N:12]([C:10]2[N:11]=[C:6]([CH:2]=[O:1])[CH:7]=[CH:8][CH:9]=2)[CH2:15]1. The catalyst class is: 6. (4) Reactant: C(O[C:6](=[O:15])[NH:7][CH2:8][CH2:9][NH:10][S:11]([CH3:14])(=[O:13])=[O:12])(C)(C)C.FC(F)(F)C(O)=O.COC([C:27]1[N:28]=[CH:29][C:30]2[C:31](=[O:45])[N:32]([CH2:38][C:39]3[CH:44]=[CH:43][CH:42]=[CH:41][CH:40]=3)[CH:33]=[CH:34][C:35]=2[C:36]=1[OH:37])=O. Product: [CH3:14][S:11]([NH:10][CH2:9][CH2:8][NH:7][C:6]([C:27]1[N:28]=[CH:29][C:30]2[C:31](=[O:45])[N:32]([CH2:38][C:39]3[CH:40]=[CH:41][CH:42]=[CH:43][CH:44]=3)[CH:33]=[CH:34][C:35]=2[C:36]=1[OH:37])=[O:15])(=[O:12])=[O:13]. The catalyst class is: 91. (5) Reactant: [NH:1]1[CH:8]=[CH:7][C:5](=[O:6])[NH:4][C:2]1=[O:3].[CH2:9]=[O:10].[OH-].[K+].Cl.NO. Product: [OH:10][CH2:9][C:7]1[C:5](=[O:6])[NH:4][C:2](=[O:3])[NH:1][CH:8]=1. The catalyst class is: 6. (6) Reactant: [C:1]([C:5]1[CH:10]=[CH:9][C:8]([C:11]2[C:12](=[O:18])[CH2:13][CH2:14][C:15]=2OC)=[CH:7][CH:6]=1)([CH3:4])([CH3:3])[CH3:2].P(Br)(Br)[Br:20]. Product: [Br:20][C:15]1[CH2:14][CH2:13][C:12](=[O:18])[C:11]=1[C:8]1[CH:9]=[CH:10][C:5]([C:1]([CH3:4])([CH3:3])[CH3:2])=[CH:6][CH:7]=1. The catalyst class is: 26. (7) Reactant: [NH2:1][C:2]1[N:3]=[N:4][CH:5]=[CH:6][N:7]=1.Br[CH2:9][C:10](=O)[CH2:11][CH2:12][OH:13]. Product: [N:4]1[N:3]2[CH:9]=[C:10]([CH2:11][CH2:12][OH:13])[N:1]=[C:2]2[N:7]=[CH:6][CH:5]=1. The catalyst class is: 8. (8) Reactant: [NH2:1][C:2]1[CH:3]=[C:4]([NH:9][C:10](=[O:23])/[CH:11]=[CH:12]/[C:13]2[CH:18]=[CH:17][C:16]([C:19]([CH3:22])([CH3:21])[CH3:20])=[CH:15][CH:14]=2)[CH:5]=[CH:6][C:7]=1[Cl:8].C(C1C=CC(/C=C/[C:36]([NH:38][C:39]2C=CC(Cl)=C([N+]([O-])=O)C=2)=[O:37])=CC=1)(C)(C)C.CCO.[In]. Product: [C:19]([C:16]1[CH:15]=[CH:14][C:13](/[CH:12]=[CH:11]/[C:10]([NH:9][C:4]2[CH:5]=[CH:6][C:7]([Cl:8])=[C:2]([NH:1][C:36]([NH:38][CH3:39])=[O:37])[CH:3]=2)=[O:23])=[CH:18][CH:17]=1)([CH3:20])([CH3:22])[CH3:21]. The catalyst class is: 625.